Dataset: Full USPTO retrosynthesis dataset with 1.9M reactions from patents (1976-2016). Task: Predict the reactants needed to synthesize the given product. (1) Given the product [CH3:1][O:2][C:3]1[C:13]2[CH2:12][CH2:11][CH2:10][C:9](=[O:14])[NH:8][C:7]=2[CH:6]=[CH:5][C:4]=1[N+:30]([O-:32])=[O:31], predict the reactants needed to synthesize it. The reactants are: [CH3:1][O:2][C:3]1[C:13]2[CH2:12][CH2:11][CH2:10][C:9](=[O:14])[NH:8][C:7]=2[CH:6]=[CH:5][CH:4]=1.FC(F)(F)S(OS(C(F)(F)F)(=O)=O)(=O)=O.[N+:30]([O-])([O-:32])=[O:31].[K+].C(=O)(O)[O-].[Na+]. (2) Given the product [C:37]([O:40][C:41](=[O:44])[CH2:42][O:1][C@@H:2]1[CH2:7][N:6]([C:8]([O:10][CH3:11])=[O:9])[C@H:5]([C:12]([N:14]2[CH2:19][CH2:18][N:17]([C:20]3[CH:25]=[CH:24][CH:23]=[CH:22][CH:21]=3)[CH2:16][CH2:15]2)=[O:13])[C@@H:4]([C:26]([O:28][CH3:29])=[O:27])[CH2:3]1)([CH3:39])([CH3:38])[CH3:36], predict the reactants needed to synthesize it. The reactants are: [OH:1][C@@H:2]1[CH2:7][N:6]([C:8]([O:10][CH3:11])=[O:9])[C@H:5]([C:12]([N:14]2[CH2:19][CH2:18][N:17]([C:20]3[CH:25]=[CH:24][CH:23]=[CH:22][CH:21]=3)[CH2:16][CH2:15]2)=[O:13])[C@@H:4]([C:26]([O:28][CH3:29])=[O:27])[CH2:3]1.CC(C)([O-])C.[K+].[CH3:36][C:37]([O:40][C:41](=[O:44])[CH2:42]Br)([CH3:39])[CH3:38]. (3) The reactants are: Cl.Cl.Cl.[O:4]1[C:8]2=[C:9]([N:13]3[CH2:18][CH2:17][N:16]([CH2:19][CH2:20][C@H:21]4[CH2:26][CH2:25][C@H:24]([NH2:27])[CH2:23][CH2:22]4)[CH2:15][CH2:14]3)[N:10]=[CH:11][CH:12]=[C:7]2[CH2:6][CH2:5]1.[N:28]1([C:34]2[CH:42]=[CH:41][C:37]([C:38](O)=[O:39])=[CH:36][CH:35]=2)[CH2:33][CH2:32][O:31][CH2:30][CH2:29]1. Given the product [O:4]1[C:8]2=[C:9]([N:13]3[CH2:18][CH2:17][N:16]([CH2:19][CH2:20][C@H:21]4[CH2:26][CH2:25][C@H:24]([NH:27][C:38](=[O:39])[C:37]5[CH:36]=[CH:35][C:34]([N:28]6[CH2:33][CH2:32][O:31][CH2:30][CH2:29]6)=[CH:42][CH:41]=5)[CH2:23][CH2:22]4)[CH2:15][CH2:14]3)[N:10]=[CH:11][CH:12]=[C:7]2[CH2:6][CH2:5]1, predict the reactants needed to synthesize it. (4) The reactants are: [N:1]([C:4]1[CH:23]=[CH:22][C:7]([CH2:8][C:9]2[C:10]([CH2:20][CH3:21])=[N:11][N:12]3[C:17]([CH3:18])=[CH:16][C:15]([CH3:19])=[N:14][C:13]=23)=[CH:6][CH:5]=1)=[N+:2]=[N-:3].C(OC([N:31]1[CH2:36][CH2:35][C:34]([OH:40])([CH2:37][C:38]#[CH:39])[CH2:33][CH2:32]1)=O)(C)(C)C. Given the product [CH2:20]([C:10]1[C:9]([CH2:8][C:7]2[CH:22]=[CH:23][C:4]([N:1]3[CH:39]=[C:38]([CH2:37][C:34]4([OH:40])[CH2:35][CH2:36][NH:31][CH2:32][CH2:33]4)[N:3]=[N:2]3)=[CH:5][CH:6]=2)=[C:13]2[N:14]=[C:15]([CH3:19])[CH:16]=[C:17]([CH3:18])[N:12]2[N:11]=1)[CH3:21], predict the reactants needed to synthesize it. (5) The reactants are: [O:1]=[S:2]1(=[O:34])[CH2:7][CH2:6][N:5]([CH2:8][CH2:9][NH:10][C:11]([C:13]2[CH:14]=[CH:15][C:16]([CH2:22][CH2:23][CH2:24][CH2:25][NH:26]C(=O)OC(C)(C)C)=[N:17][C:18]=2[NH:19][CH2:20][CH3:21])=[O:12])[CH2:4][CH2:3]1.[C:35]([OH:41])([C:37]([F:40])([F:39])[F:38])=[O:36]. Given the product [F:38][C:37]([F:40])([F:39])[C:35]([OH:41])=[O:36].[F:38][C:37]([F:40])([F:39])[C:35]([OH:41])=[O:36].[NH2:26][CH2:25][CH2:24][CH2:23][CH2:22][C:16]1[CH:15]=[CH:14][C:13]([C:11]([NH:10][CH2:9][CH2:8][N:5]2[CH2:6][CH2:7][S:2](=[O:34])(=[O:1])[CH2:3][CH2:4]2)=[O:12])=[C:18]([NH:19][CH2:20][CH3:21])[N:17]=1, predict the reactants needed to synthesize it. (6) Given the product [C:15]([O:14][C:12]([N:21]1[CH2:22][CH2:23][C:24]2[C:29](=[CH:28][CH:27]=[CH:26][CH:25]=2)[CH:20]1[CH2:30][C:31]([OH:33])=[O:32])=[O:13])([CH3:18])([CH3:17])[CH3:16], predict the reactants needed to synthesize it. The reactants are: COC(=O)C[C@@H](N[C:12]([O:14][C:15]([CH3:18])([CH3:17])[CH3:16])=[O:13])C1C=COC=1.[CH:20]1([CH2:30][C:31]([OH:33])=[O:32])[C:29]2[C:24](=[CH:25][CH:26]=[CH:27][CH:28]=2)[CH2:23][CH2:22][NH:21]1. (7) Given the product [Si:10]([O:8][CH:5]1[CH2:6][CH2:7][CH:3]([OH:9])[CH2:4]1)([C:13]([CH3:16])([CH3:15])[CH3:14])([CH3:12])[CH3:11], predict the reactants needed to synthesize it. The reactants are: [H-].[Na+].[CH:3]1([OH:9])[CH2:7][CH2:6][CH:5]([OH:8])[CH2:4]1.[Si:10](Cl)([C:13]([CH3:16])([CH3:15])[CH3:14])([CH3:12])[CH3:11]. (8) Given the product [NH2:8][C:7]1[N:18]([C:12]2[CH:17]=[CH:16][CH:15]=[CH:14][CH:13]=2)[N:19]=[C:5]([C:2]([CH3:10])([CH3:1])[C:3]#[N:4])[CH:6]=1, predict the reactants needed to synthesize it. The reactants are: [CH3:1][C:2]([CH3:10])([C:5](=O)[CH2:6][C:7]#[N:8])[C:3]#[N:4].Cl.[C:12]1([NH:18][NH2:19])[CH:17]=[CH:16][CH:15]=[CH:14][CH:13]=1.Cl.C([O-])(O)=O.[Na+]. (9) Given the product [NH2:3][C:4]1[C:9]2=[C:10]([C:29]3[CH:34]=[CH:33][C:32]([NH:35][C:36](=[O:49])[NH:37][C:38]4[CH:43]=[C:42]([C:44]([F:47])([F:45])[F:46])[CH:41]=[CH:40][C:39]=4[F:48])=[C:31]([F:50])[CH:30]=3)[C:11]([CH2:26][O:27][CH3:28])=[C:12]([CH:13]3[CH2:14][CH2:15][N:16]([C:19]([O:21][C:22]([CH3:23])([CH3:24])[CH3:25])=[O:20])[CH2:17][CH2:18]3)[N:8]2[N:7]=[CH:6][N:5]=1, predict the reactants needed to synthesize it. The reactants are: N#N.[NH2:3][C:4]1[C:9]2=[C:10]([C:29]3[CH:34]=[CH:33][C:32]([NH:35][C:36](=[O:49])[NH:37][C:38]4[CH:43]=[C:42]([C:44]([F:47])([F:46])[F:45])[CH:41]=[CH:40][C:39]=4[F:48])=[C:31]([F:50])[CH:30]=3)[C:11]([CH2:26][O:27][CH3:28])=[C:12]([C:13]3[CH2:14][CH2:15][N:16]([C:19]([O:21][C:22]([CH3:25])([CH3:24])[CH3:23])=[O:20])[CH2:17][CH:18]=3)[N:8]2[N:7]=[CH:6][N:5]=1.